From a dataset of Reaction yield outcomes from USPTO patents with 853,638 reactions. Predict the reaction yield, written as a fraction of the theoretical maximum amount of product (1.0 means a 100% yield; for example, 0.34 means a 34% yield). The product is [Br:1][C:2]1[C:3]([F:12])=[CH:4][C:5]2[NH:9][C:19](=[O:20])[O:8][C:6]=2[CH:7]=1. The catalyst is C1COCC1. The reactants are [Br:1][C:2]1[C:3]([F:12])=[CH:4][C:5]([N+:9]([O-])=O)=[C:6]([OH:8])[CH:7]=1.O.O.[Sn](Cl)Cl.C[CH2:19][OH:20].C(N1C=CN=C1)(N1C=CN=C1)=O. The yield is 0.716.